Dataset: Catalyst prediction with 721,799 reactions and 888 catalyst types from USPTO. Task: Predict which catalyst facilitates the given reaction. (1) The catalyst class is: 2. Product: [F:16][C:17]([F:26])([F:25])[C@@H:18]1[CH2:23][CH2:22][C@H:21]([NH:1][C:2]2[CH:3]=[C:4]3[C:9](=[CH:10][CH:11]=2)[CH:8]=[C:7]([C:12]([O:14][CH3:15])=[O:13])[CH:6]=[CH:5]3)[CH2:20][CH2:19]1. Reactant: [NH2:1][C:2]1[CH:3]=[C:4]2[C:9](=[CH:10][CH:11]=1)[CH:8]=[C:7]([C:12]([O:14][CH3:15])=[O:13])[CH:6]=[CH:5]2.[F:16][C:17]([F:26])([F:25])[CH:18]1[CH2:23][CH2:22][C:21](=O)[CH2:20][CH2:19]1.[BH-](OC(C)=O)(OC(C)=O)OC(C)=O.[Na+].CC(O)=O. (2) Reactant: [OH:1][CH2:2][C@@H:3]1[CH2:8][CH2:7][CH2:6][CH2:5][C@H:4]1[NH:9][S:10]([CH2:13][CH3:14])(=[O:12])=[O:11].CCN(CC)CC.[S:22](Cl)([C:25]1[CH:31]=[CH:30][C:28]([CH3:29])=[CH:27][CH:26]=1)(=[O:24])=[O:23]. Product: [CH3:29][C:28]1[CH:30]=[CH:31][C:25]([S:22]([O:1][CH2:2][C@@H:3]2[CH2:8][CH2:7][CH2:6][CH2:5][C@H:4]2[NH:9][S:10]([CH2:13][CH3:14])(=[O:12])=[O:11])(=[O:24])=[O:23])=[CH:26][CH:27]=1. The catalyst class is: 11. (3) Reactant: Br[C:2]1[CH:7]=[CH:6][C:5]([CH2:8][F:9])=[CH:4][CH:3]=1.[B:10]1([B:10]2[O:14][C:13]([CH3:16])([CH3:15])[C:12]([CH3:18])([CH3:17])[O:11]2)[O:14][C:13]([CH3:16])([CH3:15])[C:12]([CH3:18])([CH3:17])[O:11]1.C([O-])(=O)C.[K+].ClCCl. Product: [F:9][CH2:8][C:5]1[CH:6]=[CH:7][C:2]([B:10]2[O:14][C:13]([CH3:16])([CH3:15])[C:12]([CH3:18])([CH3:17])[O:11]2)=[CH:3][CH:4]=1. The catalyst class is: 12. (4) Reactant: Br[C:2]1[CH:3]=[C:4]([CH:6]=[CH:7][CH:8]=1)[NH2:5].C(O)C.C1(C)C=CC=CC=1.[N:19]1[CH:24]=[CH:23][CH:22]=[C:21](B(O)O)[CH:20]=1.C(=O)([O-])[O-].[Na+].[Na+]. Product: [N:19]1[CH:24]=[CH:23][CH:22]=[C:21]([C:2]2[CH:3]=[C:4]([NH2:5])[CH:6]=[CH:7][CH:8]=2)[CH:20]=1. The catalyst class is: 257. (5) Reactant: FC(F)(F)C([O-])=O.[C:8]([C:10]1[C:23]([N+:24]([O-:26])=[O:25])=[CH:22][CH:21]=[CH:20][C:11]=1[O:12][CH2:13][C@H:14]1[CH2:19][CH2:18][CH2:17][CH2:16][NH2+:15]1)#[N:9].C(N(CC)CC)C.[N:34]1[CH:39]=[CH:38][C:37]([CH2:40][NH:41][C:42](=O)[O:43]C2C=CC([N+]([O-])=O)=CC=2)=[CH:36][CH:35]=1.O. Product: [C:8]([C:10]1[C:23]([N+:24]([O-:26])=[O:25])=[CH:22][CH:21]=[CH:20][C:11]=1[O:12][CH2:13][C@H:14]1[CH2:19][CH2:18][CH2:17][CH2:16][N:15]1[C:42]([NH:41][CH2:40][C:37]1[CH:38]=[CH:39][N:34]=[CH:35][CH:36]=1)=[O:43])#[N:9]. The catalyst class is: 4. (6) Reactant: C([O:8][C:9]1[CH:10]=[C:11]([CH:23]=[CH:24][CH:25]=1)[CH2:12][NH:13][C:14]1[C:19]([Cl:20])=[C:18]([CH3:21])[N:17]=[C:16]([CH3:22])[N:15]=1)C1C=CC=CC=1.Cl. Product: [Cl:20][C:19]1[C:14]([NH:13][CH2:12][C:11]2[CH:10]=[C:9]([OH:8])[CH:25]=[CH:24][CH:23]=2)=[N:15][C:16]([CH3:22])=[N:17][C:18]=1[CH3:21]. The catalyst class is: 8.